From a dataset of Forward reaction prediction with 1.9M reactions from USPTO patents (1976-2016). Predict the product of the given reaction. Given the reactants [O:1]=[C:2]1[CH:6]([NH:7][C:8](=[O:19])[CH2:9][CH2:10][CH2:11][CH2:12][CH2:13][CH2:14][CH2:15][CH2:16][CH:17]=[CH2:18])[CH2:5][CH2:4][S:3]1.[Li+].[Br-], predict the reaction product. The product is: [SH:3][CH2:4][CH2:5][CH:6]([NH:7][C:8](=[O:19])[CH2:9][CH2:10][CH2:11][CH2:12][CH2:13][CH2:14][CH2:15][CH2:16][CH:17]=[CH2:18])[C:2]([NH:7][CH2:8][CH2:9][CH2:10][CH2:11][CH2:12][CH2:13][CH2:14][CH3:15])=[O:1].